From a dataset of Full USPTO retrosynthesis dataset with 1.9M reactions from patents (1976-2016). Predict the reactants needed to synthesize the given product. (1) Given the product [C:20]1(=[O:5])[C:19]2[C:18](=[CH:25][CH:24]=[CH:23][CH:22]=2)[CH2:17][NH:21]1, predict the reactants needed to synthesize it. The reactants are: Cl.CC1C(CN2C=C(N)C=N2)=C(C)[O:5]N=1.Br[CH2:17][C:18]1[CH:25]=[CH:24][CH:23]=[CH:22][C:19]=1[C:20]#[N:21].C(N(CC)CC)C. (2) Given the product [CH3:24][N:25]([CH3:45])[C@H:26]1[CH2:31][CH2:30][CH2:29][N:28]([C:32]2[CH:40]=[CH:39][C:35]([C:36]([NH:1][C@H:2]3[C@H:7]4[C@@H:3]3[O:4][C:5]3[CH:11]=[CH:10][C:9]([O:12][C:13]5[C:14]6[CH2:15][CH2:16][C:17](=[O:23])[NH:18][C:19]=6[N:20]=[CH:21][CH:22]=5)=[CH:8][C:6]=34)=[O:37])=[CH:34][C:33]=2[C:41]([F:44])([F:42])[F:43])[CH2:27]1, predict the reactants needed to synthesize it. The reactants are: [NH2:1][C@H:2]1[C@H:7]2[C@@H:3]1[O:4][C:5]1[CH:11]=[CH:10][C:9]([O:12][C:13]3[CH:22]=[CH:21][N:20]=[C:19]4[C:14]=3[CH2:15][CH2:16][C:17](=[O:23])[NH:18]4)=[CH:8][C:6]=12.[CH3:24][N:25]([CH3:45])[C@H:26]1[CH2:31][CH2:30][CH2:29][N:28]([C:32]2[CH:40]=[CH:39][C:35]([C:36](O)=[O:37])=[CH:34][C:33]=2[C:41]([F:44])([F:43])[F:42])[CH2:27]1.CCN(C(C)C)C(C)C.CN(C(ON1N=NC2C=CC=NC1=2)=[N+](C)C)C.F[P-](F)(F)(F)(F)F. (3) Given the product [Cl:1][C:2]1[C:3]([CH3:38])=[C:4]([C:9]2[C:17]3[C:16]([O:18][C@H:19]([CH2:25][C:26]4[CH:31]=[CH:30][CH:29]=[CH:28][C:27]=4[O:32][CH3:33])[C:20]([O:22][CH2:23][CH3:24])=[O:21])=[N:15][CH:14]=[N:13][C:12]=3[S:11][C:10]=2[C:34]([F:37])([F:36])[CH3:35])[CH:5]=[CH:6][C:7]=1[O:8][CH2:47][CH2:46][N:43]1[CH2:44][CH2:45][N:40]([CH3:39])[CH2:41][CH2:42]1, predict the reactants needed to synthesize it. The reactants are: [Cl:1][C:2]1[C:3]([CH3:38])=[C:4]([C:9]2[C:17]3[C:16]([O:18][C@H:19]([CH2:25][C:26]4[CH:31]=[CH:30][CH:29]=[CH:28][C:27]=4[O:32][CH3:33])[C:20]([O:22][CH2:23][CH3:24])=[O:21])=[N:15][CH:14]=[N:13][C:12]=3[S:11][C:10]=2[C:34]([F:37])([F:36])[CH3:35])[CH:5]=[CH:6][C:7]=1[OH:8].[CH3:39][N:40]1[CH2:45][CH2:44][N:43]([CH2:46][CH2:47]O)[CH2:42][CH2:41]1.C1(P(C2C=CC=CC=2)C2C=CC=CC=2)C=CC=CC=1.N(C(OC(C)(C)C)=O)=NC(OC(C)(C)C)=O.